Dataset: Full USPTO retrosynthesis dataset with 1.9M reactions from patents (1976-2016). Task: Predict the reactants needed to synthesize the given product. Given the product [CH3:1][O:2][C:3]1[N:4]=[C:5]([CH3:18])[C:6]([OH:10])=[C:7]([CH3:9])[N:8]=1, predict the reactants needed to synthesize it. The reactants are: [CH3:1][O:2][C:3]1[N:8]=[C:7]([CH3:9])[C:6]([O:10]CC2C=CC=CC=2)=[C:5]([CH3:18])[N:4]=1.[OH-].[K+].C(O)(=O)C.